This data is from NCI-60 drug combinations with 297,098 pairs across 59 cell lines. The task is: Regression. Given two drug SMILES strings and cell line genomic features, predict the synergy score measuring deviation from expected non-interaction effect. (1) Drug 1: CS(=O)(=O)CCNCC1=CC=C(O1)C2=CC3=C(C=C2)N=CN=C3NC4=CC(=C(C=C4)OCC5=CC(=CC=C5)F)Cl. Drug 2: C1=CN(C=N1)CC(O)(P(=O)(O)O)P(=O)(O)O. Cell line: NCI-H226. Synergy scores: CSS=-1.35, Synergy_ZIP=0.298, Synergy_Bliss=0.280, Synergy_Loewe=-15.1, Synergy_HSA=-1.25. (2) Drug 1: CC1C(C(CC(O1)OC2CC(OC(C2O)C)OC3=CC4=CC5=C(C(=O)C(C(C5)C(C(=O)C(C(C)O)O)OC)OC6CC(C(C(O6)C)O)OC7CC(C(C(O7)C)O)OC8CC(C(C(O8)C)O)(C)O)C(=C4C(=C3C)O)O)O)O. Drug 2: COC1=NC(=NC2=C1N=CN2C3C(C(C(O3)CO)O)O)N. Cell line: OVCAR3. Synergy scores: CSS=19.1, Synergy_ZIP=2.76, Synergy_Bliss=1.81, Synergy_Loewe=-61.0, Synergy_HSA=-2.38.